Dataset: Full USPTO retrosynthesis dataset with 1.9M reactions from patents (1976-2016). Task: Predict the reactants needed to synthesize the given product. (1) Given the product [CH2:1]([O:3][C:4]([C:6]1([NH:15][C:16](=[O:25])[C:17]2[CH:22]=[CH:21][CH:20]=[C:19]([CH3:23])[C:18]=2[C:28]([CH2:26][CH3:27])=[CH:29][CH2:30][CH3:31])[CH2:14][C:13]2[C:8](=[CH:9][CH:10]=[CH:11][CH:12]=2)[CH2:7]1)=[O:5])[CH3:2], predict the reactants needed to synthesize it. The reactants are: [CH2:1]([O:3][C:4]([C:6]1([NH:15][C:16](=[O:25])[C:17]2[CH:22]=[CH:21][CH:20]=[C:19]([CH3:23])[C:18]=2I)[CH2:14][C:13]2[C:8](=[CH:9][CH:10]=[CH:11][CH:12]=2)[CH2:7]1)=[O:5])[CH3:2].[CH2:26]([C:28](B1OC2C=CC=CC=2O1)=[CH:29][CH2:30][CH3:31])[CH3:27]. (2) Given the product [NH2:19][C:16]1[N:17]=[CH:18][C:13]([C:2]2[CH:3]=[N:4][C:5]([NH:8][CH:9]3[CH2:11][CH2:10]3)=[N:6][CH:7]=2)=[CH:14][CH:15]=1, predict the reactants needed to synthesize it. The reactants are: Br[C:2]1[CH:3]=[N:4][C:5]([NH:8][CH:9]2[CH2:11][CH2:10]2)=[N:6][CH:7]=1.Br[C:13]1[CH:14]=[CH:15][C:16]([NH2:19])=[N:17][CH:18]=1.